This data is from Full USPTO retrosynthesis dataset with 1.9M reactions from patents (1976-2016). The task is: Predict the reactants needed to synthesize the given product. Given the product [CH2:13]([C:15]1[CH:20]=[CH:19][CH:18]=[CH:17][C:16]=1[C:2]1[CH:11]=[CH:10][C:5]([C:6]([O:8][CH3:9])=[O:7])=[CH:4][C:3]=1[OH:12])[CH3:14], predict the reactants needed to synthesize it. The reactants are: Br[C:2]1[CH:11]=[CH:10][C:5]([C:6]([O:8][CH3:9])=[O:7])=[CH:4][C:3]=1[OH:12].[CH2:13]([C:15]1[CH:20]=[CH:19][CH:18]=[CH:17][C:16]=1B(O)O)[CH3:14].[F-].[Cs+].C1(P(C2CCCCC2)C2C=CC=CC=2C2C(OC)=CC=CC=2OC)CCCCC1.